This data is from Forward reaction prediction with 1.9M reactions from USPTO patents (1976-2016). The task is: Predict the product of the given reaction. (1) Given the reactants N1CCCCC1.[CH3:7][O:8][C:9]1[CH:10]=[C:11]([CH:14]=[CH:15][C:16]=1[O:17][CH:18]([CH2:21][CH3:22])[CH2:19][CH3:20])[CH:12]=O.C([CH2:26][C:27]([NH:29][C:30]1[CH:38]=[CH:37][CH:36]=[CH:35][C:31]=1[C:32]([OH:34])=[O:33])=[O:28])(O)=O.CC(O)=O, predict the reaction product. The product is: [CH3:7][O:8][C:9]1[CH:10]=[C:11](/[CH:12]=[CH:26]/[C:27]([NH:29][C:30]2[CH:38]=[CH:37][CH:36]=[CH:35][C:31]=2[C:32]([OH:34])=[O:33])=[O:28])[CH:14]=[CH:15][C:16]=1[O:17][CH:18]([CH2:21][CH3:22])[CH2:19][CH3:20]. (2) Given the reactants COC1C=CC(C[N:8]2[C@H:12]3[CH2:13][S:14][C@@H:15]([CH2:16][CH2:17][CH2:18][CH2:19][CH2:20][O:21][CH2:22][CH2:23][CH2:24][CH2:25][CH2:26][C:27]([O:29][CH3:30])=[O:28])[C@H:11]3[N:10](CC3C=CC(OC)=CC=3)[C:9]2=[O:40])=CC=1.C1(C)C=CC=CC=1, predict the reaction product. The product is: [O:40]=[C:9]1[NH:8][C@H:12]2[CH2:13][S:14][C@@H:15]([CH2:16][CH2:17][CH2:18][CH2:19][CH2:20][O:21][CH2:22][CH2:23][CH2:24][CH2:25][CH2:26][C:27]([O:29][CH3:30])=[O:28])[C@H:11]2[NH:10]1. (3) Given the reactants [CH3:1][C:2]1[CH:10]=[CH:9][C:5]([C:6](O)=[O:7])=[CH:4][C:3]=1[B:11]1[O:15][C:14]([CH3:17])([CH3:16])[C:13]([CH3:19])([CH3:18])[O:12]1.CCN(C(C)C)C(C)C.CN(C(O[N:37]1[N:45]=NC2C=CC=[N:43][C:38]1=2)=[N+](C)C)C.F[P-](F)(F)(F)(F)F.NN1NC=[CH:56][S:55]1, predict the reaction product. The product is: [CH3:1][C:2]1[CH:10]=[CH:9][C:5]([C:6]([NH:43][C:38]2[S:55][CH:56]=[N:45][N:37]=2)=[O:7])=[CH:4][C:3]=1[B:11]1[O:15][C:14]([CH3:17])([CH3:16])[C:13]([CH3:19])([CH3:18])[O:12]1. (4) The product is: [OH:39][CH2:38][C:35]1([NH:34][C:20]([C:19]2[C:13]3[C:14](=[N:15][CH:16]=[C:11]([C:6]4[C:5]5[C:9](=[CH:10][C:2]([CH3:1])=[CH:3][CH:4]=5)[NH:8][N:7]=4)[N:12]=3)[NH:17][CH:18]=2)=[O:21])[CH2:37][CH2:36]1. Given the reactants [CH3:1][C:2]1[CH:10]=[C:9]2[C:5]([C:6]([C:11]3[N:12]=[C:13]4[C:19]([C:20](O)=[O:21])=[CH:18][NH:17][C:14]4=[N:15][CH:16]=3)=[N:7][NH:8]2)=[CH:4][CH:3]=1.CCN=C=NCCCN(C)C.[NH2:34][C:35]1([CH2:38][OH:39])[CH2:37][CH2:36]1.O, predict the reaction product. (5) Given the reactants [O:1]([C:8]1[CH:30]=[CH:29][C:11]([O:12][C:13]2[CH:14]=[C:15]([CH:26]=[CH:27][CH:28]=2)[O:16][C:17]2[CH:22]=[CH:21][C:20]([CH2:23][CH2:24][OH:25])=[CH:19][CH:18]=2)=[CH:10][CH:9]=1)[C:2]1[CH:7]=[CH:6][CH:5]=[CH:4][CH:3]=1.C(N(CC)CC)C.[C:38](Cl)(=[O:41])[CH:39]=[CH2:40], predict the reaction product. The product is: [C:38]([O:25][CH2:24][CH2:23][C:20]1[CH:21]=[CH:22][C:17]([O:16][C:15]2[CH:26]=[CH:27][CH:28]=[C:13]([O:12][C:11]3[CH:29]=[CH:30][C:8]([O:1][C:2]4[CH:7]=[CH:6][CH:5]=[CH:4][CH:3]=4)=[CH:9][CH:10]=3)[CH:14]=2)=[CH:18][CH:19]=1)(=[O:41])[CH:39]=[CH2:40].